This data is from Reaction yield outcomes from USPTO patents with 853,638 reactions. The task is: Predict the reaction yield, written as a fraction of the theoretical maximum amount of product (1.0 means a 100% yield; for example, 0.34 means a 34% yield). (1) The reactants are [NH:1]([C:3]([O:5][C:6]([CH3:9])([CH3:8])[CH3:7])=[O:4])[NH2:2].[C:10](Cl)(=[O:15])[C:11]([CH3:14])([CH3:13])[CH3:12]. The product is [C:10]([NH:2][NH:1][C:3]([O:5][C:6]([CH3:9])([CH3:8])[CH3:7])=[O:4])(=[O:15])[C:11]([CH3:14])([CH3:13])[CH3:12]. The catalyst is C(Cl)Cl. The yield is 0.930. (2) The reactants are Cl[C:2]1[C:7]([C:8]([O:10][CH2:11][CH3:12])=[O:9])=[CH:6][N:5]=[C:4]([Cl:13])[C:3]=1[Cl:14].[NH2:15][C:16]1[CH:21]=[CH:20][CH:19]=[C:18]([CH3:22])[CH:17]=1. No catalyst specified. The product is [Cl:14][C:3]1[C:4]([Cl:13])=[N:5][CH:6]=[C:7]([C:2]=1[NH:15][C:16]1[CH:17]=[C:18]([CH3:22])[CH:19]=[CH:20][CH:21]=1)[C:8]([O:10][CH2:11][CH3:12])=[O:9]. The yield is 0.520. (3) The reactants are [CH2:1]([O:3][CH:4]([O:6][CH2:7][CH3:8])[CH3:5])[CH3:2].[CH2:9]([O:11][CH:12]=[CH:13]C)[CH3:10].[C:15]([O-])(O)=O.[Na+]. The catalyst is [Cl-].[Al+3].[Cl-].[Cl-]. The product is [CH2:1]([O:3][CH:4]([O:6][CH2:7][CH3:8])[CH:5]([CH3:15])[CH:9]([O:11][CH2:12][CH3:13])[CH3:10])[CH3:2]. The yield is 0.880. (4) The reactants are C(OC([NH:8][C@H:9]([C:11]([NH:13][CH:14]1[N:20]=[C:19]([C:21]2[CH:26]=[CH:25][CH:24]=[CH:23][CH:22]=2)[C:18]2[CH:27]=[CH:28][CH:29]=[CH:30][C:17]=2[N:16]([CH2:31][CH2:32][CH2:33][C:34]([F:37])([F:36])[F:35])[C:15]1=[O:38])=[O:12])[CH3:10])=O)(C)(C)C.C(O)(C(F)(F)F)=O.C(Cl)Cl. No catalyst specified. The product is [NH2:8][C@H:9]([C:11]([NH:13][CH:14]1[N:20]=[C:19]([C:21]2[CH:26]=[CH:25][CH:24]=[CH:23][CH:22]=2)[C:18]2[CH:27]=[CH:28][CH:29]=[CH:30][C:17]=2[N:16]([CH2:31][CH2:32][CH2:33][C:34]([F:37])([F:35])[F:36])[C:15]1=[O:38])=[O:12])[CH3:10]. The yield is 0.680. (5) The reactants are [NH2:1][C:2]1[C:7]([S:8](Cl)(=[O:10])=[O:9])=[CH:6][C:5]([Br:12])=[CH:4][N:3]=1.[NH:13]1[CH2:18][CH2:17][O:16][CH2:15][CH2:14]1.N1C=CC=CC=1. The catalyst is O1CCOCC1. The product is [Br:12][C:5]1[CH:6]=[C:7]([S:8]([N:13]2[CH2:18][CH2:17][O:16][CH2:15][CH2:14]2)(=[O:10])=[O:9])[C:2]([NH2:1])=[N:3][CH:4]=1. The yield is 0.910. (6) The reactants are [CH3:1][O:2][C:3]1[C:4]([CH3:34])=[C:5]([C:25]([O:32][CH3:33])=[C:26]([O:30][CH3:31])[C:27]=1[O:28][CH3:29])[CH2:6][C:7]1[CH:8]=[C:9](OS(C(F)(F)F)(=O)=O)[CH:10]=[C:11]([CH:16]=1)C(OC)=O.[C:35](=[O:38])([O-])[O-:36].[Na+].[Na+].[Cl-].[Li+].[C:43]1(B(O)O)[CH:48]=[CH:47][CH:46]=[CH:45][CH:44]=1.[C:52]1(C)C=CC=CC=1. The catalyst is C(OCC)(=O)C. The product is [CH3:1][O:2][C:3]1[C:4]([CH3:34])=[C:5]([C:25]([O:32][CH3:33])=[C:26]([O:30][CH3:31])[C:27]=1[O:28][CH3:29])[CH2:6][C:7]1[CH:8]=[CH:9][C:10]([C:43]2[CH:48]=[CH:47][CH:46]=[CH:45][CH:44]=2)=[C:11]([CH:16]=1)[C:35]([O:36][CH3:52])=[O:38]. The yield is 0.680. (7) The reactants are [CH3:1][NH2:2].[C:3]1([CH3:13])[CH:8]=[CH:7][CH:6]=[C:5]([S:9](Cl)(=[O:11])=[O:10])[CH:4]=1. The catalyst is C(O)C.CCOC(C)=O.O. The product is [CH3:1][NH:2][S:9]([C:5]1[CH:6]=[CH:7][CH:8]=[C:3]([CH3:13])[CH:4]=1)(=[O:11])=[O:10]. The yield is 0.980.